This data is from Cav3 T-type calcium channel HTS with 100,875 compounds. The task is: Binary Classification. Given a drug SMILES string, predict its activity (active/inactive) in a high-throughput screening assay against a specified biological target. (1) The molecule is S(=O)(=O)(N1CCN(CC1)CC(O)COCc1sccc1)c1ccc(F)cc1. The result is 0 (inactive). (2) The compound is Clc1ccc(Nc2n(N)c(=O)c(nn2)C)cc1. The result is 0 (inactive). (3) The molecule is S(CC(=O)N(CC(=O)NC1CCCC1)c1ccc(F)cc1)c1oc(nn1)COc1ccccc1. The result is 0 (inactive). (4) The drug is S(=O)(=O)(N(CC)CC)c1cc2c(oc(c2C)C(=O)NCc2ccc(F)cc2)cc1. The result is 1 (active). (5) The drug is S(=O)(=O)(N1CCCCC1)c1c(NC(=O)COC(=O)C2C(C2)C)ccc(c1)C. The result is 0 (inactive). (6) The compound is S(C(=O)N(CC(=O)Nc1c(CC)cccc1CC)CC)CC. The result is 0 (inactive). (7) The molecule is S=C1NC(C2(C(N1)c1ccc(cc1)C)C(=O)NC(=O)NC2=O)c1ccc(cc1)C. The result is 0 (inactive). (8) The result is 0 (inactive). The compound is O=C(N1CC(CCC1)C)Cn1c2c(n(cc2)C)cc1C(OCC)=O. (9) The compound is Clc1ccc(OCC(=O)N2CCN(CC2)Cc2ccccc2)cc1. The result is 0 (inactive). (10) The compound is N(C(C)C)c1ncnc2n(ncc12)c1ccccc1. The result is 0 (inactive).